This data is from Full USPTO retrosynthesis dataset with 1.9M reactions from patents (1976-2016). The task is: Predict the reactants needed to synthesize the given product. (1) Given the product [Cl:1][C:2]1[CH:12]=[CH:11][C:5]([N:6]([CH2:7][CH:8]([CH3:9])[CH3:10])[S:27]([C:24]2[CH:23]=[CH:22][C:21]([O:20][CH2:19][C:18]3[C:14]([CH3:13])=[N:15][O:16][C:17]=3[CH3:31])=[CH:26][CH:25]=2)(=[O:28])=[O:29])=[CH:4][CH:3]=1, predict the reactants needed to synthesize it. The reactants are: [Cl:1][C:2]1[CH:12]=[CH:11][C:5]([NH:6][CH2:7][CH:8]([CH3:10])[CH3:9])=[CH:4][CH:3]=1.[CH3:13][C:14]1[C:18]([CH2:19][O:20][C:21]2[CH:26]=[CH:25][C:24]([S:27](Cl)(=[O:29])=[O:28])=[CH:23][CH:22]=2)=[C:17]([CH3:31])[O:16][N:15]=1. (2) Given the product [CH2:12]([N:19]1[CH2:24][CH2:23][O:22][CH:21]([C:25]([C:27]2[CH:32]=[CH:31][CH:30]=[CH:29][CH:28]=2)([OH:26])[CH2:4][C:3]2[C:7]([F:11])=[CH:8][CH:9]=[CH:10][C:2]=2[Cl:1])[CH2:20]1)[C:13]1[CH:14]=[CH:15][CH:16]=[CH:17][CH:18]=1, predict the reactants needed to synthesize it. The reactants are: [Cl:1][C:2]1[CH:10]=[CH:9][CH:8]=[C:7]([F:11])[C:3]=1[CH2:4][Mg]Cl.[CH2:12]([N:19]1[CH2:24][CH2:23][O:22][CH:21]([C:25]([C:27]2[CH:32]=[CH:31][CH:30]=[CH:29][CH:28]=2)=[O:26])[CH2:20]1)[C:13]1[CH:18]=[CH:17][CH:16]=[CH:15][CH:14]=1. (3) Given the product [CH:15]([O:13][CH2:12][CH2:11][CH2:10][CH2:9][O:8][CH2:1][C:2]1[CH:7]=[CH:6][CH:5]=[CH:4][CH:3]=1)=[CH2:16], predict the reactants needed to synthesize it. The reactants are: [CH2:1]([O:8][CH2:9][CH2:10][CH2:11][CH2:12][OH:13])[C:2]1[CH:7]=[CH:6][CH:5]=[CH:4][CH:3]=1.N1C2C(=CC=C3C=2N=CC=C3)C=[CH:16][CH:15]=1.C(OCC)=C.